From a dataset of NCI-60 drug combinations with 297,098 pairs across 59 cell lines. Regression. Given two drug SMILES strings and cell line genomic features, predict the synergy score measuring deviation from expected non-interaction effect. (1) Drug 1: CC1=C(C=C(C=C1)NC2=NC=CC(=N2)N(C)C3=CC4=NN(C(=C4C=C3)C)C)S(=O)(=O)N.Cl. Drug 2: CC1=C2C(C(=O)C3(C(CC4C(C3C(C(C2(C)C)(CC1OC(=O)C(C(C5=CC=CC=C5)NC(=O)OC(C)(C)C)O)O)OC(=O)C6=CC=CC=C6)(CO4)OC(=O)C)O)C)O. Cell line: A549. Synergy scores: CSS=59.6, Synergy_ZIP=16.1, Synergy_Bliss=15.2, Synergy_Loewe=-25.2, Synergy_HSA=15.1. (2) Drug 1: CNC(=O)C1=CC=CC=C1SC2=CC3=C(C=C2)C(=NN3)C=CC4=CC=CC=N4. Drug 2: CC1C(C(CC(O1)OC2CC(CC3=C2C(=C4C(=C3O)C(=O)C5=C(C4=O)C(=CC=C5)OC)O)(C(=O)CO)O)N)O.Cl. Cell line: HS 578T. Synergy scores: CSS=41.4, Synergy_ZIP=1.99, Synergy_Bliss=5.19, Synergy_Loewe=-4.60, Synergy_HSA=4.29.